Regression/Classification. Given a drug SMILES string, predict its toxicity properties. Task type varies by dataset: regression for continuous values (e.g., LD50, hERG inhibition percentage) or binary classification for toxic/non-toxic outcomes (e.g., AMES mutagenicity, cardiotoxicity, hepatotoxicity). Dataset: clintox. From a dataset of Clinical trial toxicity outcomes and FDA approval status for drugs. (1) The drug is C[NH+](C)CC/C=C1/c2ccccc2COc2ccc(CC(=O)[O-])cc21. The result is 0 (passed clinical trial). (2) The molecule is CNC1=[NH+]c2ccc(Cl)cc2C(c2ccccc2)=[N+]([O-])C1. The result is 0 (passed clinical trial). (3) The compound is Clc1ccc(C(Cn2ccnc2)OCc2csc3c(Cl)cccc23)c(Cl)c1. The result is 0 (passed clinical trial). (4) The molecule is C[NH+](C)CCc1c[nH]c2ccc(Cn3cncn3)cc12. The result is 0 (passed clinical trial). (5) The drug is CCCS(=O)(=O)Nc1ccc(F)c(C(=O)c2c[nH]c3ncc(-c4ccc(Cl)cc4)cc23)c1F. The result is 0 (passed clinical trial). (6) The drug is C[C@@H](O)[C@H]1C(=O)N2C(C(=O)[O-])=C(S[C@@H]3C[NH2+][C@H](CNS(N)(=O)=O)C3)[C@H](C)[C@H]12. The result is 0 (passed clinical trial).